This data is from NCI-60 drug combinations with 297,098 pairs across 59 cell lines. The task is: Regression. Given two drug SMILES strings and cell line genomic features, predict the synergy score measuring deviation from expected non-interaction effect. Drug 1: C1CN1C2=NC(=NC(=N2)N3CC3)N4CC4. Drug 2: CC1C(C(CC(O1)OC2CC(CC3=C2C(=C4C(=C3O)C(=O)C5=CC=CC=C5C4=O)O)(C(=O)C)O)N)O. Cell line: HOP-62. Synergy scores: CSS=53.1, Synergy_ZIP=-2.40, Synergy_Bliss=-3.30, Synergy_Loewe=-0.433, Synergy_HSA=1.39.